Dataset: Peptide-MHC class I binding affinity with 185,985 pairs from IEDB/IMGT. Task: Regression. Given a peptide amino acid sequence and an MHC pseudo amino acid sequence, predict their binding affinity value. This is MHC class I binding data. (1) The peptide sequence is ILAKYRKSV. The binding affinity (normalized) is 0.0881. The MHC is HLA-A68:02 with pseudo-sequence HLA-A68:02. (2) The peptide sequence is EVADRVIFM. The MHC is HLA-B38:01 with pseudo-sequence HLA-B38:01. The binding affinity (normalized) is 0.0847. (3) The peptide sequence is TLFGRGVIDT. The MHC is HLA-A02:03 with pseudo-sequence HLA-A02:03. The binding affinity (normalized) is 0.579.